From a dataset of Forward reaction prediction with 1.9M reactions from USPTO patents (1976-2016). Predict the product of the given reaction. (1) Given the reactants C(OC(=O)C(C1C2C(=CC=C(OC)C=2)NC=1)=O)C.[ClH:19].CON(CC1C=CC=CC=1)N.[CH3:31][O:32][C:33]1[CH:42]=[CH:41][C:40]2[NH:39][C:38](=O)[C:37]3=[N:44][N:45]([CH2:47][C:48]4[CH:53]=[CH:52][C:51]([O:54][CH3:55])=[CH:50][CH:49]=4)[CH:46]=[C:36]3[C:35]=2[CH:34]=1, predict the reaction product. The product is: [Cl:19][C:38]1[C:37]2=[N:44][N:45]([CH2:47][C:48]3[CH:53]=[CH:52][C:51]([O:54][CH3:55])=[CH:50][CH:49]=3)[CH:46]=[C:36]2[C:35]2[CH:34]=[C:33]([O:32][CH3:31])[CH:42]=[CH:41][C:40]=2[N:39]=1. (2) Given the reactants [CH2:1]([O:8][C:9]([N:11]1[CH:15]([C:16](=[O:26])[NH:17][C:18]2[CH:23]=[CH:22][C:21]([CH2:24][NH2:25])=[CH:20][CH:19]=2)[CH2:14][S:13][CH:12]1[C:27]1[CH:32]=[CH:31][N:30]=[CH:29][CH:28]=1)=[O:10])[C:2]1[CH:7]=[CH:6][CH:5]=[CH:4][CH:3]=1.[N:33]([CH2:36][C:37]1[CH:42]=[CH:41][CH:40]=[CH:39][CH:38]=1)=[C:34]=[O:35].CCN(C(C)C)C(C)C, predict the reaction product. The product is: [CH2:1]([O:8][C:9]([N:11]1[CH:15]([C:16](=[O:26])[NH:17][C:18]2[CH:23]=[CH:22][C:21]([CH2:24][NH:25][C:34]([NH:33][CH2:36][C:37]3[CH:42]=[CH:41][CH:40]=[CH:39][CH:38]=3)=[O:35])=[CH:20][CH:19]=2)[CH2:14][S:13][CH:12]1[C:27]1[CH:28]=[CH:29][N:30]=[CH:31][CH:32]=1)=[O:10])[C:2]1[CH:7]=[CH:6][CH:5]=[CH:4][CH:3]=1. (3) Given the reactants I[C:2]1[CH:7]=[CH:6][C:5]([N:8]=[C:9]2[S:13][CH2:12][C:11]3([CH2:17][CH2:16][CH2:15][CH2:14]3)[NH:10]2)=[C:4]([CH2:18][CH2:19][CH3:20])[CH:3]=1.[C:21]([Cu])#[N:22], predict the reaction product. The product is: [C:21]([C:2]1[CH:7]=[CH:6][C:5]([N:8]=[C:9]2[S:13][CH2:12][C:11]3([CH2:17][CH2:16][CH2:15][CH2:14]3)[NH:10]2)=[C:4]([CH2:18][CH2:19][CH3:20])[CH:3]=1)#[N:22]. (4) The product is: [CH3:10][C:11]1[CH:16]=[C:15]([O:17][C:2]2[CH:9]=[CH:8][C:5]([CH:6]=[O:7])=[CH:4][CH:3]=2)[CH:14]=[C:13]([CH3:18])[N:12]=1. Given the reactants F[C:2]1[CH:9]=[CH:8][C:5]([CH:6]=[O:7])=[CH:4][CH:3]=1.[CH3:10][C:11]1[CH:16]=[C:15]([OH:17])[CH:14]=[C:13]([CH3:18])[N:12]=1.C([O-])([O-])=O.[K+].[K+], predict the reaction product. (5) Given the reactants [NH2:1][C:2](=[S:15])[CH2:3][N:4]1[C:8]([C:9]([O:11][CH2:12][CH3:13])=[O:10])=[CH:7][C:6]([CH3:14])=[N:5]1.Br[CH2:17][C:18]([C:20]1[CH:25]=[CH:24][CH:23]=[C:22]([C:26]([F:29])([F:28])[F:27])[CH:21]=1)=O, predict the reaction product. The product is: [CH3:14][C:6]1[CH:7]=[C:8]([C:9]([O:11][CH2:12][CH3:13])=[O:10])[N:4]([CH2:3][C:2]2[S:15][CH:17]=[C:18]([C:20]3[CH:25]=[CH:24][CH:23]=[C:22]([C:26]([F:27])([F:28])[F:29])[CH:21]=3)[N:1]=2)[N:5]=1. (6) Given the reactants CC([N:5]([CH2:9][CH2:10][NH:11][C:12]([C:14]1[CH:19]=[CH:18][CH:17]=[C:16]([NH:20][C:21]2[N:26]=[C:25]([NH:27][C:28]3[CH:33]=[C:32]([OH:34])[CH:31]=[CH:30][C:29]=3[CH3:35])[CH:24]=[CH:23][N:22]=2)[CH:15]=1)=[O:13])C(=O)[O-])(C)C, predict the reaction product. The product is: [NH2:5][CH2:9][CH2:10][NH:11][C:12](=[O:13])[C:14]1[CH:19]=[CH:18][CH:17]=[C:16]([NH:20][C:21]2[N:26]=[C:25]([NH:27][C:28]3[CH:33]=[C:32]([OH:34])[CH:31]=[CH:30][C:29]=3[CH3:35])[CH:24]=[CH:23][N:22]=2)[CH:15]=1. (7) Given the reactants C(OC([C:6]1[CH:37]=[CH:36]C2N(C3CCCCC3)C([C:6]3[CH:37]=[C:36]4C(=[CH:8][CH:7]=3)N=C([C:6]3[CH:37]=[CH:36]C=[CH:8][CH:7]=3)C=C4Cl)=N[C:8]=2[CH:7]=1)=O)C.[CH:38]1([N:44]2[C:48]3[CH:49]=[CH:50][C:51]([C:53]([OH:55])=[O:54])=[CH:52][C:47]=3[N:46]=[C:45]2[C:56]2[CH:57]=[C:58]3[C:63](=[CH:64][CH:65]=2)[N:62]=[C:61]([C:66]2[CH:71]=[CH:70][CH:69]=[CH:68][CH:67]=2)[CH:60]=[C:59]3[N:72]([CH3:74])C)[CH2:43][CH2:42][CH2:41][CH2:40][CH2:39]1.NC1C=CC=CC=1, predict the reaction product. The product is: [CH:38]1([N:44]2[C:48]3[CH:49]=[CH:50][C:51]([C:53]([OH:55])=[O:54])=[CH:52][C:47]=3[N:46]=[C:45]2[C:56]2[CH:65]=[C:64]3[C:63](=[CH:58][CH:57]=2)[N:62]=[C:61]([C:66]2[CH:71]=[CH:70][CH:69]=[CH:68][CH:67]=2)[CH:60]=[C:59]3[NH:72][C:74]2[CH:36]=[CH:37][CH:6]=[CH:7][CH:8]=2)[CH2:39][CH2:40][CH2:41][CH2:42][CH2:43]1. (8) Given the reactants P(Cl)(Cl)(Cl)=O.[F:6][C:7]1[CH:8]=[CH:9][C:10]([N+:16]([O-:18])=[O:17])=[C:11]2[C:15]=1[NH:14][CH:13]=[CH:12]2.CN(C)[CH:21]=[O:22], predict the reaction product. The product is: [F:6][C:7]1[CH:8]=[CH:9][C:10]([N+:16]([O-:18])=[O:17])=[C:11]2[C:15]=1[NH:14][CH:13]=[C:12]2[CH:21]=[O:22]. (9) Given the reactants [CH:1]([C:3]1[C:8]([C:9]([O:11]C)=[O:10])=[CH:7][C:6]([C:13]2[CH:14]=[CH:15][C:16](=[O:22])[N:17]([CH:19]([CH3:21])[CH3:20])[N:18]=2)=[C:5]([C:23]2[CH:28]=[CH:27][CH:26]=[CH:25][CH:24]=2)[N:4]=1)=O.[Li+].[BH4-].CCOC(C)=O.C(Cl)(Cl)Cl, predict the reaction product. The product is: [CH:19]([N:17]1[C:16](=[O:22])[CH:15]=[CH:14][C:13]([C:6]2[CH2:7][C:8]3[C:9](=[O:11])[O:10][CH2:1][C:3]=3[NH:4][C:5]=2[C:23]2[CH:28]=[CH:27][CH:26]=[CH:25][CH:24]=2)=[N:18]1)([CH3:20])[CH3:21]. (10) Given the reactants [OH:1][CH:2]1[C:30]2[C:25](=[CH:26][CH:27]=[CH:28][CH:29]=2)[O:24][C:4]2([CH2:9][CH2:8][N:7]([C:10]([C:12]3[CH:17]=[CH:16][C:15]([O:18][CH:19]([CH3:21])[CH3:20])=[C:14]([O:22][CH3:23])[CH:13]=3)=[O:11])[CH2:6][CH2:5]2)[CH2:3]1.[H-].[Na+].[CH3:33]I, predict the reaction product. The product is: [CH:19]([O:18][C:15]1[CH:16]=[CH:17][C:12]([C:10]([N:7]2[CH2:6][CH2:5][C:4]3([CH2:3][CH:2]([O:1][CH3:33])[C:30]4[C:25](=[CH:26][CH:27]=[CH:28][CH:29]=4)[O:24]3)[CH2:9][CH2:8]2)=[O:11])=[CH:13][C:14]=1[O:22][CH3:23])([CH3:20])[CH3:21].